Task: Predict the reactants needed to synthesize the given product.. Dataset: Full USPTO retrosynthesis dataset with 1.9M reactions from patents (1976-2016) (1) Given the product [F:21][C:22]1[CH:27]=[C:26]([C:2]2[CH:16]=[CH:15][C:14]([C:17]([F:20])([F:19])[F:18])=[CH:13][C:3]=2[O:4][CH2:5][O:6][CH2:7][CH2:8][Si:9]([CH3:12])([CH3:11])[CH3:10])[CH:25]=[CH:24][C:23]=1[C:37]1[CH:42]=[N:41][C:40]([NH2:43])=[N:39][CH:38]=1, predict the reactants needed to synthesize it. The reactants are: Br[C:2]1[CH:16]=[CH:15][C:14]([C:17]([F:20])([F:19])[F:18])=[CH:13][C:3]=1[O:4][CH2:5][O:6][CH2:7][CH2:8][Si:9]([CH3:12])([CH3:11])[CH3:10].[F:21][C:22]1[CH:27]=[C:26](B2OC(C)(C)C(C)(C)O2)[CH:25]=[CH:24][C:23]=1[C:37]1[CH:38]=[N:39][C:40]([NH2:43])=[N:41][CH:42]=1. (2) Given the product [CH3:30][N:16]1[C:14](=[O:15])[CH:13]([C:5]2[CH:4]=[C:3]([O:2][CH3:1])[C:8]([O:9][CH3:10])=[C:7]([O:11][CH3:12])[CH:6]=2)[C:23]2[C:18](=[C:19]([O:26][CH:27]([CH3:29])[CH3:28])[C:20]([O:24][CH3:25])=[CH:21][CH:22]=2)[CH2:17]1, predict the reactants needed to synthesize it. The reactants are: [CH3:1][O:2][C:3]1[CH:4]=[C:5]([CH:13](OC(=O)C)[C:14]([N:16]([CH3:30])[CH2:17][C:18]2[CH:23]=[CH:22][CH:21]=[C:20]([O:24][CH3:25])[C:19]=2[O:26][CH:27]([CH3:29])[CH3:28])=[O:15])[CH:6]=[C:7]([O:11][CH3:12])[C:8]=1[O:9][CH3:10].FC(F)(F)C(O)=O. (3) Given the product [CH2:3]([O:4]/[CH:5]=[N:1]/[C:2]1[C:10]2[C:5](=[N:6][C:7]([N:17]3[CH2:22][CH2:21][O:20][CH2:19][CH2:18]3)=[C:8]3[CH2:14][O:13][C:12]([CH3:16])([CH3:15])[CH2:11][C:9]3=2)[O:4][C:3]=1[C:23]([O:25][CH2:26][CH3:27])=[O:24])[CH3:2], predict the reactants needed to synthesize it. The reactants are: [NH2:1][C:2]1[C:10]2[C:5](=[N:6][C:7]([N:17]3[CH2:22][CH2:21][O:20][CH2:19][CH2:18]3)=[C:8]3[CH2:14][O:13][C:12]([CH3:16])([CH3:15])[CH2:11][C:9]3=2)[O:4][C:3]=1[C:23]([O:25][CH2:26][CH3:27])=[O:24]. (4) Given the product [Si:29]([O:36][C:37]1([CH2:41][C@H:42]([NH:43][S:44]([C:46]([CH3:49])([CH3:48])[CH3:47])=[O:45])[C:20]2[C:19]([F:28])=[N:18][C:17]([F:16])=[C:22]([CH2:23][C:24]([CH3:25])([CH3:27])[CH3:26])[CH:21]=2)[CH2:40][CH2:39][CH2:38]1)([C:32]([CH3:34])([CH3:35])[CH3:33])([CH3:31])[CH3:30], predict the reactants needed to synthesize it. The reactants are: CC1(C)CCCC(C)(C)N1.C([Li])CCC.[F:16][C:17]1[C:22]([CH2:23][C:24]([CH3:27])([CH3:26])[CH3:25])=[CH:21][CH:20]=[C:19]([F:28])[N:18]=1.[Si:29]([O:36][C:37]1([CH2:41]/[CH:42]=[N:43]/[S@@:44]([C:46]([CH3:49])([CH3:48])[CH3:47])=[O:45])[CH2:40][CH2:39][CH2:38]1)([C:32]([CH3:35])([CH3:34])[CH3:33])([CH3:31])[CH3:30].N#N. (5) Given the product [C:1]1([CH:11]([N:13]2[CH:17]3[CH2:18][N:19]([CH2:22][CH2:23][C:24]4[CH:29]=[CH:28][CH:27]=[CH:26][CH:25]=4)[CH2:20][CH2:21][CH:16]3[CH2:15][CH2:14]2)[CH3:12])[C:10]2[C:5](=[CH:6][CH:7]=[CH:8][CH:9]=2)[CH:4]=[CH:3][CH:2]=1, predict the reactants needed to synthesize it. The reactants are: [C:1]1([CH:11]([N:13]2[CH:17]3[C:18](=O)[N:19]([CH2:22][CH2:23][C:24]4[CH:29]=[CH:28][CH:27]=[CH:26][CH:25]=4)[CH2:20][CH2:21][CH:16]3[CH2:15][CH2:14]2)[CH3:12])[C:10]2[C:5](=[CH:6][CH:7]=[CH:8][CH:9]=2)[CH:4]=[CH:3][CH:2]=1.CC(C[AlH]CC(C)C)C.C1(C)C=CC=CC=1. (6) The reactants are: [O:1]=[C:2]1[CH2:6][S:5][C:4](=[S:7])[N:3]1[NH:8][C:9]1[CH:17]=[CH:16][CH:15]=[CH:14][C:10]=1[C:11]([OH:13])=[O:12].[C:18]([C:22]1[CH:23]=[CH:24][C:25]([OH:35])=[C:26]([C:28]2[O:32][C:31]([CH:33]=O)=[CH:30][CH:29]=2)[CH:27]=1)([CH3:21])([CH3:20])[CH3:19].C(O)(=O)C.C(O)(=O)C.C(N)CN.S([O-])(O)=O.[Na+]. Given the product [C:18]([C:22]1[CH:23]=[CH:24][C:25]([OH:35])=[C:26]([C:28]2[O:32][C:31]([CH:33]=[C:6]3[S:5][C:4](=[S:7])[N:3]([NH:8][C:9]4[CH:17]=[CH:16][CH:15]=[CH:14][C:10]=4[C:11]([OH:13])=[O:12])[C:2]3=[O:1])=[CH:30][CH:29]=2)[CH:27]=1)([CH3:21])([CH3:20])[CH3:19], predict the reactants needed to synthesize it.